This data is from NCI-60 drug combinations with 297,098 pairs across 59 cell lines. The task is: Regression. Given two drug SMILES strings and cell line genomic features, predict the synergy score measuring deviation from expected non-interaction effect. Drug 1: C1=NC2=C(N=C(N=C2N1C3C(C(C(O3)CO)O)O)F)N. Drug 2: CS(=O)(=O)CCNCC1=CC=C(O1)C2=CC3=C(C=C2)N=CN=C3NC4=CC(=C(C=C4)OCC5=CC(=CC=C5)F)Cl. Cell line: RXF 393. Synergy scores: CSS=-2.29, Synergy_ZIP=0.918, Synergy_Bliss=-3.72, Synergy_Loewe=-7.21, Synergy_HSA=-5.31.